From a dataset of Reaction yield outcomes from USPTO patents with 853,638 reactions. Predict the reaction yield, written as a fraction of the theoretical maximum amount of product (1.0 means a 100% yield; for example, 0.34 means a 34% yield). (1) The reactants are [CH3:1][C:2]1[CH:27]=[CH:26][C:5]2[N:6]3[C:23]([C:24]#[N:25])=[CH:22][CH:21]=[C:7]3[C:8]3([CH2:14][CH2:13][N:12]([C:15](=[O:20])[C:16]([F:19])([F:18])[F:17])[CH2:11][CH2:10]3)[O:9][C:4]=2[CH:3]=1.[Br:28]N1C(=O)CCC1=O.C(C(N=NC(C)(C)C#N)(C)C)#N. The catalyst is C(Cl)(Cl)(Cl)Cl. The product is [Br:28][CH2:1][C:2]1[CH:27]=[CH:26][C:5]2[N:6]3[C:23]([C:24]#[N:25])=[CH:22][CH:21]=[C:7]3[C:8]3([CH2:10][CH2:11][N:12]([C:15](=[O:20])[C:16]([F:17])([F:18])[F:19])[CH2:13][CH2:14]3)[O:9][C:4]=2[CH:3]=1. The yield is 0.180. (2) The reactants are Br[C:2]1[C:7](=[O:8])[N:6]([CH2:9][C:10]2[CH:15]=[CH:14][C:13]([C:16]3[C:17]([C:22]#[N:23])=[CH:18][CH:19]=[CH:20][CH:21]=3)=[CH:12][C:11]=2[F:24])[C:5]([CH2:25][CH2:26][CH3:27])=[N:4][C:3]=1[CH3:28].[CH:29]1([CH2:32][O:33][C:34]2[N:39]=[CH:38][C:37](B(O)O)=[CH:36][CH:35]=2)[CH2:31][CH2:30]1.C(=O)([O-])[O-].[Cs+].[Cs+].O1CCOCC1. The catalyst is C(OCC)(=O)C.C1C=CC(P(C2C=CC=CC=2)[C-]2C=CC=C2)=CC=1.C1C=CC(P(C2C=CC=CC=2)[C-]2C=CC=C2)=CC=1.Cl[Pd]Cl.[Fe+2].ClCCl. The product is [CH:29]1([CH2:32][O:33][C:34]2[N:39]=[CH:38][C:37]([C:2]3[C:7](=[O:8])[N:6]([CH2:9][C:10]4[CH:15]=[CH:14][C:13]([C:16]5[C:17]([C:22]#[N:23])=[CH:18][CH:19]=[CH:20][CH:21]=5)=[CH:12][C:11]=4[F:24])[C:5]([CH2:25][CH2:26][CH3:27])=[N:4][C:3]=3[CH3:28])=[CH:36][CH:35]=2)[CH2:30][CH2:31]1. The yield is 0.910. (3) The reactants are [CH3:1][C:2]1[CH:7]=[CH:6][C:5]([NH:8][C:9](=[O:21])[C:10]2[CH:15]=[CH:14][N:13]=[C:12]([N:16]3[CH2:20][CH2:19][CH2:18][CH2:17]3)[CH:11]=2)=[CH:4][C:3]=1[C:22]1[CH:27]=[CH:26][C:25]([C:28]([OH:30])=O)=[CH:24][CH:23]=1.CN(C(ON1N=NC2C=CC=NC1=2)=[N+](C)C)C.F[P-](F)(F)(F)(F)F.C1C=CC2N(O)N=NC=2C=1.CCN(C(C)C)C(C)C.[NH2:74][CH2:75][CH2:76][CH2:77][N:78]1[CH:82]=[CH:81][N:80]=[CH:79]1. The catalyst is CN(C=O)C. The product is [N:78]1([CH2:77][CH2:76][CH2:75][NH:74][C:28]([C:25]2[CH:24]=[CH:23][C:22]([C:3]3[C:2]([CH3:1])=[CH:7][CH:6]=[C:5]([NH:8][C:9](=[O:21])[C:10]4[CH:15]=[CH:14][N:13]=[C:12]([N:16]5[CH2:17][CH2:18][CH2:19][CH2:20]5)[CH:11]=4)[CH:4]=3)=[CH:27][CH:26]=2)=[O:30])[CH:82]=[CH:81][N:80]=[CH:79]1. The yield is 0.240. (4) The reactants are [CH2:1]([O:3][C:4]([C:6]1[NH:7][C:8]([CH3:12])=[CH:9][C:10]=1[CH3:11])=[O:5])[CH3:2].C(=O)([O-])[O-].[K+].[K+].C(#N)C.[Br:22]N1C(=O)CCC1=O. The catalyst is O. The product is [CH2:1]([O:3][C:4]([C:6]1[NH:7][C:8]([CH3:12])=[C:9]([Br:22])[C:10]=1[CH3:11])=[O:5])[CH3:2]. The yield is 0.760. (5) The reactants are [CH2:1]([O:8][C:9]1[CH:10]=[CH:11][C:12]([C@@H:20]([O:48][Si:49]([C:52]([CH3:55])([CH3:54])[CH3:53])([CH3:51])[CH3:50])[CH2:21][NH:22][CH2:23][CH2:24][CH2:25][CH2:26][C:27]([NH:29][C:30]2[CH:31]=[C:32]([C:36]([OH:47])([C:41]3[CH:46]=[CH:45][CH:44]=[CH:43][CH:42]=3)[C:37]([O:39][CH3:40])=[O:38])[CH:33]=[CH:34][CH:35]=2)=[O:28])=[C:13]2[C:18]=1[NH:17][C:16](=[O:19])[CH:15]=[CH:14]2)[C:2]1[CH:7]=[CH:6][CH:5]=[CH:4][CH:3]=1.[C:56](O[C:56]([O:58][C:59]([CH3:62])([CH3:61])[CH3:60])=[O:57])([O:58][C:59]([CH3:62])([CH3:61])[CH3:60])=[O:57].C([O-])(O)=O.[Na+]. The catalyst is C1COCC1. The product is [CH2:1]([O:8][C:9]1[CH:10]=[CH:11][C:12]([C@@H:20]([O:48][Si:49]([C:52]([CH3:55])([CH3:54])[CH3:53])([CH3:51])[CH3:50])[CH2:21][N:22]([C:56]([O:58][C:59]([CH3:62])([CH3:61])[CH3:60])=[O:57])[CH2:23][CH2:24][CH2:25][CH2:26][C:27]([NH:29][C:30]2[CH:31]=[C:32]([C:36]([OH:47])([C:41]3[CH:46]=[CH:45][CH:44]=[CH:43][CH:42]=3)[C:37]([O:39][CH3:40])=[O:38])[CH:33]=[CH:34][CH:35]=2)=[O:28])=[C:13]2[C:18]=1[NH:17][C:16](=[O:19])[CH:15]=[CH:14]2)[C:2]1[CH:7]=[CH:6][CH:5]=[CH:4][CH:3]=1. The yield is 1.00. (6) The reactants are N1C=CC=CC=1.[CH3:7][O:8][C:9]1[CH:14]=[CH:13][C:12]([CH2:15][CH2:16][CH2:17][CH2:18][OH:19])=[CH:11][CH:10]=1.[C:20]1([CH3:30])[CH:25]=[CH:24][C:23]([S:26](Cl)(=[O:28])=[O:27])=[CH:22][CH:21]=1. The catalyst is C(Cl)(Cl)Cl. The product is [CH3:7][O:8][C:9]1[CH:14]=[CH:13][C:12]([CH2:15][CH2:16][CH2:17][CH2:18][O:19][S:26]([C:23]2[CH:24]=[CH:25][C:20]([CH3:30])=[CH:21][CH:22]=2)(=[O:28])=[O:27])=[CH:11][CH:10]=1. The yield is 0.660. (7) The reactants are [F:1][C:2]1[CH:9]=[CH:8][C:5]([C:6]#[N:7])=[CH:4][C:3]=1[N+:10]([O-])=O.[Cl-].[NH4+]. The catalyst is CC(O)C.C(OCC)(=O)C.[Fe]. The product is [NH2:10][C:3]1[CH:4]=[C:5]([CH:8]=[CH:9][C:2]=1[F:1])[C:6]#[N:7]. The yield is 0.870. (8) The reactants are CS(C)=O.C(Cl)(=O)C(Cl)=O.[CH3:11][C:12]1[N:22]=[C:15]2[CH:16]=[CH:17][CH:18]=[C:19]([CH2:20][OH:21])[N:14]2[N:13]=1.C(N(CC)CC)C. The catalyst is ClCCl. The product is [CH3:11][C:12]1[N:22]=[C:15]2[CH:16]=[CH:17][CH:18]=[C:19]([CH:20]=[O:21])[N:14]2[N:13]=1. The yield is 0.950. (9) The reactants are C(O[C:4](=[N:6][C:7](=O)[C:8]1[CH:13]=[CH:12][CH:11]=[C:10]([Cl:14])[CH:9]=1)[CH3:5])C.[NH:16]([C:18]1[N:23]=[CH:22][C:21]([S:24]([NH2:27])(=[O:26])=[O:25])=[CH:20][CH:19]=1)[NH2:17].O. The catalyst is ClCCl.CO. The product is [Cl:14][C:10]1[CH:9]=[C:8]([C:7]2[N:16]([C:18]3[N:23]=[CH:22][C:21]([S:24]([NH2:27])(=[O:26])=[O:25])=[CH:20][CH:19]=3)[N:17]=[C:4]([CH3:5])[N:6]=2)[CH:13]=[CH:12][CH:11]=1. The yield is 0.490.